Dataset: Full USPTO retrosynthesis dataset with 1.9M reactions from patents (1976-2016). Task: Predict the reactants needed to synthesize the given product. (1) Given the product [Cl:14][C:15]1[CH:20]=[CH:19][CH:18]=[C:17]([F:21])[C:16]=1[C:22]1[NH:26][C:25](=[O:27])[N:24]([C:28]2[CH:37]=[CH:36][C:31]([C:32]3[O:9][N:8]=[C:6]([C:5]4[CH:10]=[CH:11][C:2]([Cl:1])=[CH:3][CH:4]=4)[N:7]=3)=[C:30]([O:38][CH3:39])[CH:29]=2)[N:23]=1, predict the reactants needed to synthesize it. The reactants are: [Cl:1][C:2]1[CH:11]=[CH:10][C:5]([C:6](=[N:8][OH:9])[NH2:7])=[CH:4][CH:3]=1.[H-].[Na+].[Cl:14][C:15]1[CH:20]=[CH:19][CH:18]=[C:17]([F:21])[C:16]=1[C:22]1[NH:26][C:25](=[O:27])[N:24]([C:28]2[CH:37]=[CH:36][C:31]([C:32](OC)=O)=[C:30]([O:38][CH3:39])[CH:29]=2)[N:23]=1. (2) Given the product [NH:21]1[C:17]([C:13]2[CH:12]=[C:11]([NH:10][S:7]([C:5]3[S:6][C:2]([C:28]4[CH:27]=[CH:26][CH:25]=[C:24]([C:23]([F:34])([F:33])[F:22])[CH:29]=4)=[CH:3][CH:4]=3)(=[O:9])=[O:8])[CH:16]=[CH:15][CH:14]=2)=[N:18][N:19]=[N:20]1, predict the reactants needed to synthesize it. The reactants are: Br[C:2]1[S:6][C:5]([S:7]([NH:10][C:11]2[CH:16]=[CH:15][CH:14]=[C:13]([C:17]3[NH:21][N:20]=[N:19][N:18]=3)[CH:12]=2)(=[O:9])=[O:8])=[CH:4][CH:3]=1.[F:22][C:23]([F:34])([F:33])[C:24]1[CH:25]=[C:26](B(O)O)[CH:27]=[CH:28][CH:29]=1. (3) Given the product [C:27]1([N:24]2[CH:25]=[CH:26][C:22]([NH:21][C:7]3[CH:11]=[C:10]([CH3:12])[N:9]([C:13]4[CH:18]=[CH:17][CH:16]=[CH:15][CH:14]=4)[N:8]=3)=[N:23]2)[CH:28]=[CH:29][CH:30]=[CH:31][CH:32]=1, predict the reactants needed to synthesize it. The reactants are: FC(F)(F)S(O[C:7]1[CH:11]=[C:10]([CH3:12])[N:9]([C:13]2[CH:18]=[CH:17][CH:16]=[CH:15][CH:14]=2)[N:8]=1)(=O)=O.[NH2:21][C:22]1[CH:26]=[CH:25][N:24]([C:27]2[CH:32]=[CH:31][CH:30]=[CH:29][CH:28]=2)[N:23]=1.CC(C)([O-])C.[Na+].C(P(C(C)(C)C)C1(C)CC1(C1C=CC=CC=1)C1C=CC=CC=1)(C)(C)C.[Cl-].[NH4+]. (4) Given the product [CH2:14]([O:21][C:22]1[C:23]([O:43][CH3:44])=[N:24][C:25]2[C:30]([C:31]=1[Cl:32])=[CH:29][C:28]([C:33]([C:7]1[N:11]([CH3:12])[C:10]([CH3:13])=[N:9][CH:8]=1)([C:35]1[C:36]([CH3:42])=[N:37][N:38]([CH3:41])[C:39]=1[CH3:40])[OH:34])=[CH:27][CH:26]=2)[C:15]1[CH:20]=[CH:19][CH:18]=[CH:17][CH:16]=1, predict the reactants needed to synthesize it. The reactants are: [Li]CCCC.Br[C:7]1[N:11]([CH3:12])[C:10]([CH3:13])=[N:9][CH:8]=1.[CH2:14]([O:21][C:22]1[C:23]([O:43][CH3:44])=[N:24][C:25]2[C:30]([C:31]=1[Cl:32])=[CH:29][C:28]([C:33]([C:35]1[C:36]([CH3:42])=[N:37][N:38]([CH3:41])[C:39]=1[CH3:40])=[O:34])=[CH:27][CH:26]=2)[C:15]1[CH:20]=[CH:19][CH:18]=[CH:17][CH:16]=1. (5) Given the product [O:16]=[C:7]1[C:6]([O:5][C:4]2[CH:3]=[C:2]([C:22]#[N:23])[CH:19]=[C:18]([CH:17]=2)[C:24]#[N:25])=[C:11]([C:12]([F:15])([F:14])[F:13])[CH:10]=[CH:9][NH:8]1, predict the reactants needed to synthesize it. The reactants are: Br[C:2]1[CH:3]=[C:4]([CH:17]=[C:18](Br)[CH:19]=1)[O:5][C:6]1[C:7](=[O:16])[NH:8][CH:9]=[CH:10][C:11]=1[C:12]([F:15])([F:14])[F:13].[Cu][C:22]#[N:23].[CH3:24][N:25]1CCCC1=O.O. (6) Given the product [C:7]([O:11][C:12]([N:14]1[C@H:15]([CH2:20][C:21]2[CH:22]=[CH:23][C:24]([C:27]3[CH:28]=[CH:29][CH:30]=[CH:31][CH:32]=3)=[CH:25][CH:26]=2)[CH2:16]/[C:17](=[CH:12]\[N:14]([CH:15]([CH3:20])[CH3:16])[CH:2]([CH3:5])[CH3:3])/[C:18]1=[O:19])=[O:13])([CH3:10])([CH3:8])[CH3:9], predict the reactants needed to synthesize it. The reactants are: C[C:2]([CH3:5])([O-])[CH3:3].[K+].[C:7]([O:11][C:12]([N:14]1[C:18](=[O:19])[CH2:17][CH2:16][C@H:15]1[CH2:20][C:21]1[CH:26]=[CH:25][C:24]([C:27]2[CH:32]=[CH:31][CH:30]=[CH:29][CH:28]=2)=[CH:23][CH:22]=1)=[O:13])([CH3:10])([CH3:9])[CH3:8].[Cl-].[Li+]. (7) Given the product [Cl:1][C:2]1[CH:7]=[CH:6][C:5]([C@@H:8]([CH2:9][NH:10][CH:18]([CH3:20])[CH3:19])[C:21]([N:23]2[CH2:24][CH2:25][N:26]([C:29]3[C:34]([C:35]4[CH:40]=[CH:39][CH:38]=[C:37]([O:41][CH3:42])[CH:36]=4)=[CH:33][N:32]=[C:31]4[NH:43][CH:44]=[CH:45][C:30]=34)[CH2:27][CH2:28]2)=[O:22])=[CH:4][CH:3]=1, predict the reactants needed to synthesize it. The reactants are: [Cl:1][C:2]1[CH:7]=[CH:6][C:5]([C@H:8]([C:21]([N:23]2[CH2:28][CH2:27][N:26]([C:29]3[C:34]([C:35]4[CH:40]=[CH:39][CH:38]=[C:37]([O:41][CH3:42])[CH:36]=4)=[CH:33][N:32]=[C:31]4[NH:43][CH:44]=[CH:45][C:30]=34)[CH2:25][CH2:24]2)=[O:22])[CH2:9][N:10]([CH:18]([CH3:20])[CH3:19])C(=O)OC(C)(C)C)=[CH:4][CH:3]=1.C(O)(C(F)(F)F)=O.C1(N)C(F)=C(F)C(F)=C(N)C=1F.Cl.Cl.